From a dataset of Forward reaction prediction with 1.9M reactions from USPTO patents (1976-2016). Predict the product of the given reaction. Given the reactants [Cl:1][C:2]1[CH:7]=[CH:6][C:5]([CH2:8][S:9]([CH3:11])=[O:10])=[CH:4][N:3]=1.[N-:12]=[N+]=[N-].[Na+].S(=O)(=O)(O)O, predict the reaction product. The product is: [Cl:1][C:2]1[CH:7]=[CH:6][C:5]([CH2:8][S:9]([CH3:11])(=[NH:12])=[O:10])=[CH:4][N:3]=1.